Dataset: Forward reaction prediction with 1.9M reactions from USPTO patents (1976-2016). Task: Predict the product of the given reaction. Given the reactants Cl[CH2:2][C:3]([NH:5][CH2:6][C@@H:7]([OH:10])[CH2:8][OH:9])=[O:4].CC(C)([O-])C.[K+].CO.O, predict the reaction product. The product is: [OH:9][CH2:8][C@H:7]1[CH2:6][NH:5][C:3](=[O:4])[CH2:2][O:10]1.